This data is from Reaction yield outcomes from USPTO patents with 853,638 reactions. The task is: Predict the reaction yield, written as a fraction of the theoretical maximum amount of product (1.0 means a 100% yield; for example, 0.34 means a 34% yield). (1) The reactants are C(=O)(OC)[O:2][C:3]1[CH:8]=[C:7]([N+:9]([O-:11])=[O:10])[C:6]([F:12])=[CH:5][C:4]=1[CH3:13].N.CO. No catalyst specified. The product is [F:12][C:6]1[C:7]([N+:9]([O-:11])=[O:10])=[CH:8][C:3]([OH:2])=[C:4]([CH3:13])[CH:5]=1. The yield is 0.720. (2) The reactants are Br[C:2]1[CH:18]=[C:17]([CH3:19])[C:5]([O:6][Si:7]([CH:14]([CH3:16])[CH3:15])([CH:11]([CH3:13])[CH3:12])[CH:8]([CH3:10])[CH3:9])=[C:4]([CH3:20])[CH:3]=1.[Li]CCCC.[CH3:26][S:27]SC. The catalyst is C1COCC1. The product is [CH3:19][C:17]1[CH:18]=[C:2]([S:27][CH3:26])[CH:3]=[C:4]([CH3:20])[C:5]=1[O:6][Si:7]([CH:14]([CH3:16])[CH3:15])([CH:11]([CH3:13])[CH3:12])[CH:8]([CH3:10])[CH3:9]. The yield is 1.00.